This data is from Reaction yield outcomes from USPTO patents with 853,638 reactions. The task is: Predict the reaction yield, written as a fraction of the theoretical maximum amount of product (1.0 means a 100% yield; for example, 0.34 means a 34% yield). (1) The reactants are [CH2:1]([O:8][C:9]([NH:11][C@@H:12]([CH2:15][CH2:16][OH:17])[CH2:13][OH:14])=[O:10])[C:2]1[CH:7]=[CH:6][CH:5]=[CH:4][CH:3]=1.CO[C:20]([CH3:22])=[CH2:21]. The catalyst is COC(OC)(C)C.O.C1(C)C=CC(S(O)(=O)=O)=CC=1. The product is [CH2:1]([O:8][C:9]([N:11]1[C@@H:12]([CH2:15][CH2:16][OH:17])[CH2:13][O:14][C:20]1([CH3:22])[CH3:21])=[O:10])[C:2]1[CH:3]=[CH:4][CH:5]=[CH:6][CH:7]=1. The yield is 0.960. (2) The reactants are F.F.F.C(N(CC)CC)C.C(N(CC)CC)C.[Si]([O:35][CH2:36][C@H:37]1[O:41][C@@H:40]([N:42]2[CH:49]=[C:48]([CH3:50])[C:46](=[O:47])[NH:45][C:43]2=[O:44])[C@H:39]([O:51][CH2:52][CH2:53][O:54][N:55]([CH3:57])[CH3:56])[C@@H:38]1[OH:58])(C(C)(C)C)(C1C=CC=CC=1)C1C=CC=CC=1.CO. The catalyst is C1COCC1.C(Cl)Cl. The product is [CH3:56][N:55]([CH3:57])[O:54][CH2:53][CH2:52][O:51][C@@H:39]1[C@H:38]([OH:58])[C@@H:37]([CH2:36][OH:35])[O:41][C@H:40]1[N:42]1[CH:49]=[C:48]([CH3:50])[C:46](=[O:47])[NH:45][C:43]1=[O:44]. The yield is 0.925. (3) The reactants are [F:1][C:2]1[CH:7]=[CH:6][C:5]([C:8](=[C:20]2[CH2:25][C:24]([CH3:27])([CH3:26])[CH2:23][C:22]([CH3:29])([CH3:28])[CH2:21]2)[C:9]2[CH:14]=[CH:13][C:12]([O:15][CH2:16][C:17]([O-:19])=[O:18])=[CH:11][CH:10]=2)=[CH:4][CH:3]=1.[OH-].[Na+].Cl. The catalyst is C1COCC1.CCO. The product is [F:1][C:2]1[CH:7]=[CH:6][C:5]([C:8](=[C:20]2[CH2:21][C:22]([CH3:29])([CH3:28])[CH2:23][C:24]([CH3:27])([CH3:26])[CH2:25]2)[C:9]2[CH:14]=[CH:13][C:12]([O:15][CH2:16][C:17]([OH:19])=[O:18])=[CH:11][CH:10]=2)=[CH:4][CH:3]=1. The yield is 0.950. (4) The reactants are [CH3:1][C:2]1([CH3:17])[CH2:7][CH2:6][C:5]([CH3:9])([CH3:8])[CH2:4][C:3]1([O:12][Si](C)(C)C)[C:10]#[N:11].Cl. The catalyst is O1CCCC1. The product is [OH:12][C:3]1([C:10]#[N:11])[CH2:4][C:5]([CH3:8])([CH3:9])[CH2:6][CH2:7][C:2]1([CH3:17])[CH3:1]. The yield is 0.820. (5) The reactants are [F:1][C:2]([F:18])([F:17])[C:3]1[O:7][N:6]=[C:5]([C:8]2[S:12][C:11]([C:13]([OH:15])=O)=[CH:10][CH:9]=2)[C:4]=1[CH3:16].[CH3:19][NH:20][C:21]([C@@H:23]1[CH2:28][CH2:27][CH2:26][NH:25][CH2:24]1)=[O:22].C1COCC1. The catalyst is C(N(CC)CC)C. The product is [CH3:19][NH:20][C:21]([C@@H:23]1[CH2:28][CH2:27][CH2:26][N:25]([C:13]([C:11]2[S:12][C:8]([C:5]3[C:4]([CH3:16])=[C:3]([C:2]([F:1])([F:18])[F:17])[O:7][N:6]=3)=[CH:9][CH:10]=2)=[O:15])[CH2:24]1)=[O:22]. The yield is 0.860. (6) The reactants are Br[C:2]1[C:7]([NH2:8])=[C:6]([F:9])[C:5]([CH3:10])=[CH:4][CH:3]=1.C(N(CC)C(C)C)(C)C.C(OCC)(=O)C.O. The catalyst is CN(C)C=O.CO. The product is [F:9][C:6]1[C:5]([CH3:10])=[CH:4][CH:3]=[CH:2][C:7]=1[NH2:8]. The yield is 0.710. (7) The reactants are Cl[C:2]1[CH:7]=[C:6]([Cl:8])[N:5]=[N:4][C:3]=1[C:9]([O:11][CH3:12])=[O:10].[C:13]([C:17]1[N:22]=[C:21]([NH2:23])[CH:20]=[CH:19][CH:18]=1)([CH3:16])([CH3:15])[CH3:14]. The catalyst is C(#N)C. The product is [C:13]([C:17]1[N:22]=[C:21]([NH:23][C:2]2[CH:7]=[C:6]([Cl:8])[N:5]=[N:4][C:3]=2[C:9]([O:11][CH3:12])=[O:10])[CH:20]=[CH:19][CH:18]=1)([CH3:16])([CH3:14])[CH3:15]. The yield is 0.350. (8) The reactants are Br[C:2]1[C:10]2[C:5](=[CH:6][CH:7]=[C:8]([C:11]#[N:12])[CH:9]=2)[N:4]([CH:13]2[CH2:18][CH2:17][CH2:16][CH2:15][O:14]2)[N:3]=1.[NH2:19][C:20]1[CH:21]=[C:22](B(O)O)[CH:23]=[CH:24][CH:25]=1.ClCCl.P([O-])([O-])([O-])=O.[K+].[K+].[K+]. The catalyst is COCCOC.C1(P(C2C=CC=CC=2)[C-]2C=CC=C2)C=CC=CC=1.[C-]1(P(C2C=CC=CC=2)C2C=CC=CC=2)C=CC=C1.[Fe+2]. The product is [NH2:19][C:20]1[CH:25]=[C:24]([C:2]2[C:10]3[C:5](=[CH:6][CH:7]=[C:8]([C:11]#[N:12])[CH:9]=3)[N:4]([CH:13]3[CH2:18][CH2:17][CH2:16][CH2:15][O:14]3)[N:3]=2)[CH:23]=[CH:22][CH:21]=1. The yield is 0.810. (9) The reactants are C1(P(C2C=CC=CC=2)C2C=CC=CC=2)C=CC=CC=1.BrN1C(=O)CCC1=O.[Cl:28][C:29]1[CH:30]=[C:31]([C@@H:39]([CH2:43][CH:44]2[CH2:48][CH2:47][CH2:46][CH2:45]2)[C:40]([OH:42])=O)[CH:32]=[CH:33][C:34]=1[S:35]([CH3:38])(=[O:37])=[O:36].[NH2:49][C:50]1[O:51][C:52]2[CH:58]=[CH:57][CH:56]=[CH:55][C:53]=2[N:54]=1.N1C=CC=CC=1. The catalyst is C(Cl)Cl.O. The product is [O:51]1[C:52]2[CH:58]=[CH:57][CH:56]=[CH:55][C:53]=2[N:54]=[C:50]1[NH:49][C:40](=[O:42])[C@@H:39]([C:31]1[CH:32]=[CH:33][C:34]([S:35]([CH3:38])(=[O:36])=[O:37])=[C:29]([Cl:28])[CH:30]=1)[CH2:43][CH:44]1[CH2:48][CH2:47][CH2:46][CH2:45]1. The yield is 0.760. (10) The reactants are [NH2:1][C@H:2]1[CH2:7][CH2:6][C@H:5]([OH:8])[CH2:4][CH2:3]1.C(=O)([O-])[O-].[Cs+].[Cs+].[CH2:15](Br)[C:16]1[CH:21]=[CH:20][CH:19]=[CH:18][CH:17]=1. The catalyst is C(#N)C. The product is [CH2:15]([N:1]([CH2:15][C:16]1[CH:21]=[CH:20][CH:19]=[CH:18][CH:17]=1)[C@H:2]1[CH2:7][CH2:6][C@H:5]([OH:8])[CH2:4][CH2:3]1)[C:16]1[CH:21]=[CH:20][CH:19]=[CH:18][CH:17]=1. The yield is 0.850.